From a dataset of Catalyst prediction with 721,799 reactions and 888 catalyst types from USPTO. Predict which catalyst facilitates the given reaction. (1) Reactant: FC(F)(F)COP([CH2:13][C:14]([O:16][CH3:17])=[O:15])(OCC(F)(F)F)=O.C1OCCOCCOCCOCCOCCOC1.C[Si]([N-][Si](C)(C)C)(C)C.[K+].[Cl:48][C:49]1[C:54]([CH:55]=O)=[C:53]([Cl:57])[N:52]=[CH:51][N:50]=1. Product: [Cl:48][C:49]1[C:54](/[CH:55]=[CH:13]\[C:14]([O:16][CH3:17])=[O:15])=[C:53]([Cl:57])[N:52]=[CH:51][N:50]=1. The catalyst class is: 1. (2) Reactant: [CH3:1][O:2][C:3]1[CH:4]=[C:5]2[O:9][C:8]([CH3:10])=[N:7][C:6]2=[C:11]([OH:13])[CH:12]=1.[N+](C1C=C(C=CC=1)O[CH2:21][C@@H:22]1[CH2:24][O:23]1)([O-])=O.C(=O)([O-])[O-].[Cs+].[Cs+]. Product: [O:23]1[CH2:24][C@H:22]1[CH2:21][O:13][C:11]1[CH:12]=[C:3]([O:2][CH3:1])[CH:4]=[C:5]2[O:9][C:8]([CH3:10])=[N:7][C:6]=12. The catalyst class is: 3.